Dataset: Catalyst prediction with 721,799 reactions and 888 catalyst types from USPTO. Task: Predict which catalyst facilitates the given reaction. (1) Reactant: [Br-:1].[CH2:2]([NH+:14]([CH3:16])[CH3:15])[CH2:3][CH2:4][CH2:5][CH2:6][CH2:7][CH2:8][CH2:9][CH2:10][CH2:11]CC. Product: [CH3:2][CH2:3][CH2:4][CH2:5][CH2:6][CH2:7][CH2:8][CH2:9][CH2:10][CH2:11][N+:14]([CH2:2][CH2:3][CH2:4][CH2:5][CH2:6][CH2:7][CH2:8][CH2:9][CH2:10][CH3:11])([CH3:15])[CH3:16].[Br-:1]. The catalyst class is: 408. (2) Reactant: [Cl:1][C:2]1[CH:7]=[CH:6][C:5]([C:8](=[O:20])[C:9]2[CH:14]=[CH:13][C:12]([S:15]C(Cl)(Cl)Cl)=[CH:11][CH:10]=2)=[CH:4][CH:3]=1. Product: [Cl:1][C:2]1[CH:3]=[CH:4][C:5]([C:8](=[O:20])[C:9]2[CH:14]=[CH:13][C:12]([SH:15])=[CH:11][CH:10]=2)=[CH:6][CH:7]=1. The catalyst class is: 5.